Dataset: Reaction yield outcomes from USPTO patents with 853,638 reactions. Task: Predict the reaction yield, written as a fraction of the theoretical maximum amount of product (1.0 means a 100% yield; for example, 0.34 means a 34% yield). (1) The reactants are C[O:2][C:3]([C:5]1[S:6][CH:7]=[CH:8][C:9]=1[S:10](=[O:22])(=[O:21])[N:11]([CH2:18][O:19][CH3:20])[C:12]1[CH:17]=[CH:16][CH:15]=[CH:14][CH:13]=1)=[O:4].[OH-].[Na+]. The catalyst is CO.O. The product is [CH3:20][O:19][CH2:18][N:11]([C:12]1[CH:17]=[CH:16][CH:15]=[CH:14][CH:13]=1)[S:10]([C:9]1[CH:8]=[CH:7][S:6][C:5]=1[C:3]([OH:4])=[O:2])(=[O:22])=[O:21]. The yield is 0.790. (2) The reactants are Br[C:2]1[S:6][C:5]([NH:7][C:8]([NH:10][C:11]2[CH:16]=[CH:15][C:14]([CH3:17])=[CH:13][C:12]=2[C:18]([CH:20]2[CH2:24][CH2:23][CH2:22][CH2:21]2)=[O:19])=[O:9])=[N:4][CH:3]=1.[CH3:25][O:26][C:27](=[O:30])[CH2:28][SH:29]. No catalyst specified. The product is [CH3:25][O:26][C:27](=[O:30])[CH2:28][S:29][C:2]1[S:6][C:5]([NH:7][C:8]([NH:10][C:11]2[CH:16]=[CH:15][C:14]([CH3:17])=[CH:13][C:12]=2[C:18]([CH:20]2[CH2:24][CH2:23][CH2:22][CH2:21]2)=[O:19])=[O:9])=[N:4][CH:3]=1. The yield is 0.300.